Predict the reactants needed to synthesize the given product. From a dataset of Full USPTO retrosynthesis dataset with 1.9M reactions from patents (1976-2016). (1) Given the product [Cl:16][C:17]1[CH:18]=[C:19]([C:13]2[CH:14]=[CH:15][C:10]([C:1]3[CH:6]=[CH:5][CH:4]=[CH:3][CH:2]=3)=[CH:11][CH:12]=2)[CH:20]=[CH:21][CH:22]=1, predict the reactants needed to synthesize it. The reactants are: [C:1]1([C:10]2[CH:15]=[CH:14][CH:13]=[CH:12][CH:11]=2)[CH:6]=[CH:5][C:4](B(O)O)=[CH:3][CH:2]=1.[Cl:16][C:17]1[CH:22]=[CH:21][CH:20]=[C:19](I)[CH:18]=1.C([O-])([O-])=O.[K+].[K+]. (2) Given the product [S:19]1[C:14]2[CH:15]=[CH:16][CH:17]=[CH:18][C:13]=2[N:12]=[C:31]1[C:28]1[CH:27]=[CH:26][C:25]2[C:30](=[C:21]([OH:20])[CH:22]=[CH:23][CH:24]=2)[N:29]=1, predict the reactants needed to synthesize it. The reactants are: OC1C=CC=C2C=1N=CC=C2.[NH2:12][C:13]1[CH:18]=[CH:17][CH:16]=[CH:15][C:14]=1[SH:19].[OH:20][C:21]1[CH:22]=[CH:23][CH:24]=[C:25]2[C:30]=1[N:29]=[C:28]([C:31](O)=O)[CH:27]=[CH:26]2.O=O.P(Cl)(Cl)Cl. (3) Given the product [Cl:58][C:16]1[S:15][C:14]([NH:13][C:11](=[O:12])[N:10]([CH2:30][CH2:31][CH:32]2[CH2:33][CH2:34][N:35]([C:38]([O:40][C:41]([CH3:44])([CH3:42])[CH3:43])=[O:39])[CH2:36][CH2:37]2)[CH2:9][CH2:8][CH:7]([C:1]2[CH:6]=[CH:5][CH:4]=[CH:3][CH:2]=2)[C:45]2[CH:46]=[CH:47][CH:48]=[CH:49][CH:50]=2)=[N:18][C:17]=1[C:19]1[CH:20]=[CH:21][C:22]([NH:25][S:26]([CH3:29])(=[O:27])=[O:28])=[CH:23][CH:24]=1, predict the reactants needed to synthesize it. The reactants are: [C:1]1([CH:7]([C:45]2[CH:50]=[CH:49][CH:48]=[CH:47][CH:46]=2)[CH2:8][CH2:9][N:10]([CH2:30][CH2:31][CH:32]2[CH2:37][CH2:36][N:35]([C:38]([O:40][C:41]([CH3:44])([CH3:43])[CH3:42])=[O:39])[CH2:34][CH2:33]2)[C:11]([NH:13][C:14]2[S:15][CH:16]=[C:17]([C:19]3[CH:24]=[CH:23][C:22]([NH:25][S:26]([CH3:29])(=[O:28])=[O:27])=[CH:21][CH:20]=3)[N:18]=2)=[O:12])[CH:6]=[CH:5][CH:4]=[CH:3][CH:2]=1.C1C(=O)N([Cl:58])C(=O)C1. (4) Given the product [Br:8][C:9]1[CH:18]=[N:17][C:16]2[N:15]=[C:14]([N:19]3[CH2:22][CH:21]([NH:23][CH3:24])[CH2:20]3)[N:13]3[N:32]=[CH:33][CH:34]=[C:12]3[C:11]=2[CH:10]=1, predict the reactants needed to synthesize it. The reactants are: C(O)(C(F)(F)F)=O.[Br:8][C:9]1[CH:18]=[N:17][C:16]2[N:15]=[C:14]([N:19]3[CH2:22][CH:21]([N:23](C)[C:24](=O)OC(C)(C)C)[CH2:20]3)[N:13]3[N:32]=[CH:33][CH:34]=[C:12]3[C:11]=2[CH:10]=1. (5) Given the product [CH2:35]([N:32]1[CH2:31][CH2:30][N:29]([C:27]2[CH:26]=[CH:25][N:24]=[C:23]([C:18]3[NH:17][C:16]([C:12]4[CH:11]=[C:10]([N:7]5[CH2:6][CH2:5][N:4]([CH2:3][CH2:12][CH2:16][CH3:21])[CH2:9][CH2:8]5)[CH:15]=[CH:14][N:13]=4)=[CH:21][C:20](=[O:22])[CH:19]=3)[CH:28]=2)[CH2:34][CH2:33]1)[CH2:11][CH2:10][CH3:15], predict the reactants needed to synthesize it. The reactants are: CI.[CH3:3][N:4]1[CH2:9][CH2:8][N:7]([C:10]2[CH:15]=[CH:14][N:13]=[C:12]([C:16]3[NH:17][C:18]([C:23]4[CH:28]=[C:27]([N:29]5[CH2:34][CH2:33][N:32]([CH3:35])[CH2:31][CH2:30]5)[CH:26]=[CH:25][N:24]=4)=[CH:19][C:20](=[O:22])[CH:21]=3)[CH:11]=2)[CH2:6][CH2:5]1. (6) Given the product [CH2:1]([O:8][C:9]1[CH:15]=[CH:14][C:12]([N:13]2[CH:21]=[N:33][N:32]=[N:31]2)=[CH:11][C:10]=1[F:16])[C:2]1[CH:3]=[CH:4][CH:5]=[CH:6][CH:7]=1, predict the reactants needed to synthesize it. The reactants are: [CH2:1]([O:8][C:9]1[CH:15]=[CH:14][C:12]([NH2:13])=[CH:11][C:10]=1[F:16])[C:2]1[CH:7]=[CH:6][CH:5]=[CH:4][CH:3]=1.C(O)(=O)C.[CH2:21](OC(OCC)OCC)C.[N-:31]=[N+:32]=[N-:33].[Na+]. (7) Given the product [N:17]1[C:11]2[C:12](=[N:13][CH:14]=[C:9]([OH:19])[CH:10]=2)[S:15][CH:16]=1, predict the reactants needed to synthesize it. The reactants are: CC1(C)C(C)(C)OB([C:9]2[CH:10]=[C:11]3[N:17]=[CH:16][S:15][C:12]3=[N:13][CH:14]=2)O1.[OH:19]OS([O-])=O.[K+].Cl.